This data is from Forward reaction prediction with 1.9M reactions from USPTO patents (1976-2016). The task is: Predict the product of the given reaction. Given the reactants [C:1]1([C:24]2[CH:29]=[CH:28][CH:27]=[CH:26][CH:25]=2)[CH:6]=[CH:5][C:4]([CH2:7][O:8][C:9]2[CH:18]=[C:17]3[C:12]([CH2:13][CH:14]([CH2:19][CH2:20][N:21]([CH3:23])[CH3:22])[CH2:15][NH:16]3)=[CH:11][CH:10]=2)=[CH:3][CH:2]=1.C(N(CC)CC)C.[C:37](Cl)(=[O:39])[CH3:38], predict the reaction product. The product is: [C:37]([N:16]1[C:17]2[C:12](=[CH:11][CH:10]=[C:9]([O:8][CH2:7][C:4]3[CH:3]=[CH:2][C:1]([C:24]4[CH:25]=[CH:26][CH:27]=[CH:28][CH:29]=4)=[CH:6][CH:5]=3)[CH:18]=2)[CH2:13][CH:14]([CH2:19][CH2:20][N:21]([CH3:23])[CH3:22])[CH2:15]1)(=[O:39])[CH3:38].